Dataset: Catalyst prediction with 721,799 reactions and 888 catalyst types from USPTO. Task: Predict which catalyst facilitates the given reaction. (1) Reactant: Cl.C(OC([N:9]1[CH2:13][CH2:12][CH2:11][C@H:10]1[C:14]1[NH:15][C:16]([C:19]2[CH:20]=[N:21][C:22]([C:25]3[CH:30]=[CH:29][C:28]([C:31]4[NH:32][C:33]([C@@H:36]5[CH2:40][CH2:39][CH2:38][N:37]5[C:41](=[O:54])[C@H:42]([NH:49][C:50]([O:52][CH3:53])=[O:51])[C:43]5[CH:48]=[CH:47][CH:46]=[CH:45][CH:44]=5)=[N:34][CH:35]=4)=[CH:27][CH:26]=3)=[N:23][CH:24]=2)=[CH:17][N:18]=1)=O)(C)(C)C.CO. Product: [CH3:53][O:52][C:50](=[O:51])[NH:49][C@H:42]([C:43]1[CH:44]=[CH:45][CH:46]=[CH:47][CH:48]=1)[C:41](=[O:54])[N:37]1[CH2:38][CH2:39][CH2:40][C@H:36]1[C:33]1[NH:32][C:31]([C:28]2[CH:29]=[CH:30][C:25]([C:22]3[N:23]=[CH:24][C:19]([C:16]4[NH:15][C:14]([C@@H:10]5[CH2:11][CH2:12][CH2:13][NH:9]5)=[N:18][CH:17]=4)=[CH:20][N:21]=3)=[CH:26][CH:27]=2)=[CH:35][N:34]=1. The catalyst class is: 28. (2) Product: [CH3:1][N:2]([C:38]1[CH:43]=[CH:42][CH:41]=[CH:40][CH:39]=1)[NH:3][C:4]([C:6]1[S:37][C:9]2[NH:10][N:11]=[C:12]([NH:13][C:14](=[O:29])[C:15]3[CH:16]=[CH:17][C:18]([CH2:21][N:22]4[CH2:23][CH2:24][N:25]([CH3:28])[CH2:26][CH2:27]4)=[CH:19][CH:20]=3)[C:8]=2[CH:7]=1)=[O:5]. Reactant: [CH3:1][N:2]([C:38]1[CH:43]=[CH:42][CH:41]=[CH:40][CH:39]=1)[NH:3][C:4]([C:6]1[S:37][C:9]2[N:10](C(OC(C)(C)C)=O)[N:11]=[C:12]([NH:13][C:14](=[O:29])[C:15]3[CH:20]=[CH:19][C:18]([CH2:21][N:22]4[CH2:27][CH2:26][N:25]([CH3:28])[CH2:24][CH2:23]4)=[CH:17][CH:16]=3)[C:8]=2[CH:7]=1)=[O:5]. The catalyst class is: 5.